From a dataset of NCI-60 drug combinations with 297,098 pairs across 59 cell lines. Regression. Given two drug SMILES strings and cell line genomic features, predict the synergy score measuring deviation from expected non-interaction effect. (1) Drug 1: CNC(=O)C1=NC=CC(=C1)OC2=CC=C(C=C2)NC(=O)NC3=CC(=C(C=C3)Cl)C(F)(F)F. Drug 2: C1C(C(OC1N2C=NC3=C2NC=NCC3O)CO)O. Cell line: OVCAR-5. Synergy scores: CSS=-3.30, Synergy_ZIP=1.53, Synergy_Bliss=1.64, Synergy_Loewe=-3.61, Synergy_HSA=-2.80. (2) Drug 1: CC1=C(C(CCC1)(C)C)C=CC(=CC=CC(=CC(=O)O)C)C. Drug 2: CC1C(C(CC(O1)OC2CC(CC3=C2C(=C4C(=C3O)C(=O)C5=C(C4=O)C(=CC=C5)OC)O)(C(=O)CO)O)N)O.Cl. Cell line: NCI/ADR-RES. Synergy scores: CSS=-2.30, Synergy_ZIP=0.0516, Synergy_Bliss=-5.48, Synergy_Loewe=-5.84, Synergy_HSA=-7.04. (3) Drug 1: C#CCC(CC1=CN=C2C(=N1)C(=NC(=N2)N)N)C3=CC=C(C=C3)C(=O)NC(CCC(=O)O)C(=O)O. Drug 2: B(C(CC(C)C)NC(=O)C(CC1=CC=CC=C1)NC(=O)C2=NC=CN=C2)(O)O. Cell line: COLO 205. Synergy scores: CSS=61.9, Synergy_ZIP=-0.722, Synergy_Bliss=-2.71, Synergy_Loewe=5.73, Synergy_HSA=-0.0366. (4) Drug 1: C1=CC=C(C(=C1)C(C2=CC=C(C=C2)Cl)C(Cl)Cl)Cl. Drug 2: C1=CN(C=N1)CC(O)(P(=O)(O)O)P(=O)(O)O. Cell line: HT29. Synergy scores: CSS=1.28, Synergy_ZIP=5.26, Synergy_Bliss=1.09, Synergy_Loewe=-1.70, Synergy_HSA=-2.78. (5) Drug 1: CC1C(C(=O)NC(C(=O)N2CCCC2C(=O)N(CC(=O)N(C(C(=O)O1)C(C)C)C)C)C(C)C)NC(=O)C3=C4C(=C(C=C3)C)OC5=C(C(=O)C(=C(C5=N4)C(=O)NC6C(OC(=O)C(N(C(=O)CN(C(=O)C7CCCN7C(=O)C(NC6=O)C(C)C)C)C)C(C)C)C)N)C. Drug 2: CN(CCCl)CCCl.Cl. Cell line: OVCAR-5. Synergy scores: CSS=36.9, Synergy_ZIP=-1.53, Synergy_Bliss=-3.54, Synergy_Loewe=-12.5, Synergy_HSA=0.107. (6) Drug 1: CN(CC1=CN=C2C(=N1)C(=NC(=N2)N)N)C3=CC=C(C=C3)C(=O)NC(CCC(=O)O)C(=O)O. Drug 2: C1C(C(OC1N2C=NC3=C2NC=NCC3O)CO)O. Cell line: U251. Synergy scores: CSS=37.0, Synergy_ZIP=2.83, Synergy_Bliss=1.90, Synergy_Loewe=-24.7, Synergy_HSA=1.23. (7) Drug 1: C1=C(C(=O)NC(=O)N1)N(CCCl)CCCl. Drug 2: C1CCC(C(C1)N)N.C(=O)(C(=O)[O-])[O-].[Pt+4]. Cell line: CCRF-CEM. Synergy scores: CSS=64.0, Synergy_ZIP=-2.31, Synergy_Bliss=0.287, Synergy_Loewe=0.665, Synergy_HSA=4.80. (8) Drug 1: CC1OCC2C(O1)C(C(C(O2)OC3C4COC(=O)C4C(C5=CC6=C(C=C35)OCO6)C7=CC(=C(C(=C7)OC)O)OC)O)O. Drug 2: CC(C1=C(C=CC(=C1Cl)F)Cl)OC2=C(N=CC(=C2)C3=CN(N=C3)C4CCNCC4)N. Cell line: MDA-MB-231. Synergy scores: CSS=21.2, Synergy_ZIP=-5.26, Synergy_Bliss=-4.06, Synergy_Loewe=-4.51, Synergy_HSA=-1.58. (9) Drug 1: C1=CN(C=N1)CC(O)(P(=O)(O)O)P(=O)(O)O. Drug 2: CN1C2=C(C=C(C=C2)N(CCCl)CCCl)N=C1CCCC(=O)O.Cl. Cell line: OVCAR-5. Synergy scores: CSS=-0.164, Synergy_ZIP=-0.446, Synergy_Bliss=-1.07, Synergy_Loewe=-2.28, Synergy_HSA=-1.88.